Dataset: Peptide-MHC class I binding affinity with 185,985 pairs from IEDB/IMGT. Task: Regression. Given a peptide amino acid sequence and an MHC pseudo amino acid sequence, predict their binding affinity value. This is MHC class I binding data. (1) The peptide sequence is SAEVAELYR. The MHC is HLA-A68:01 with pseudo-sequence HLA-A68:01. The binding affinity (normalized) is 0.864. (2) The peptide sequence is IPGDILSII. The MHC is HLA-B53:01 with pseudo-sequence HLA-B53:01. The binding affinity (normalized) is 0.694. (3) The peptide sequence is GELDRWEKIRL. The MHC is Mamu-A11 with pseudo-sequence Mamu-A11. The binding affinity (normalized) is 0.613. (4) The peptide sequence is GPGHKARVL. The MHC is HLA-A03:01 with pseudo-sequence HLA-A03:01. The binding affinity (normalized) is 0.0257.